This data is from Full USPTO retrosynthesis dataset with 1.9M reactions from patents (1976-2016). The task is: Predict the reactants needed to synthesize the given product. (1) The reactants are: [F:1][C:2]1[CH:7]=[CH:6][CH:5]=[CH:4][C:3]=1[C:8]1[C:20]2[C:19]3[C:14](=[CH:15][C:16]([C:21]([N:23]4[CH2:28][CH2:27][O:26][CH2:25][CH2:24]4)=[O:22])=[CH:17][CH:18]=3)[NH:13][C:12]=2[C:11]([C:29](O)=[O:30])=[N:10][CH:9]=1.[Cl-].[NH4+].C1C=[N:38]C2N(O)N=NC=2C=1.C(Cl)CCl.CCN(C(C)C)C(C)C. Given the product [F:1][C:2]1[CH:7]=[CH:6][CH:5]=[CH:4][C:3]=1[C:8]1[C:20]2[C:19]3[C:14](=[CH:15][C:16]([C:21]([N:23]4[CH2:24][CH2:25][O:26][CH2:27][CH2:28]4)=[O:22])=[CH:17][CH:18]=3)[NH:13][C:12]=2[C:11]([C:29]([NH2:38])=[O:30])=[N:10][CH:9]=1, predict the reactants needed to synthesize it. (2) Given the product [CH:11]([N:8]1[C:9]2[C:5](=[CH:4][CH:3]=[C:2]([NH:1][C:17](=[O:24])[C:18]3[CH:23]=[CH:22][CH:21]=[N:20][CH:19]=3)[CH:10]=2)[C:6]([CH3:16])([CH3:15])[C:7]1=[O:14])([CH3:12])[CH3:13], predict the reactants needed to synthesize it. The reactants are: [NH2:1][C:2]1[CH:10]=[C:9]2[C:5]([C:6]([CH3:16])([CH3:15])[C:7](=[O:14])[N:8]2[CH:11]([CH3:13])[CH3:12])=[CH:4][CH:3]=1.[C:17](O)(=[O:24])[C:18]1[CH:23]=[CH:22][CH:21]=[N:20][CH:19]=1. (3) The reactants are: [C:1]([OH:5])([CH3:4])([CH3:3])[CH3:2].[C:6](Cl)(Cl)=[O:7].[NH2:10][C:11]1[CH:16]=[CH:15][CH:14]=[C:13]([CH2:17][Cl:18])[N:12]=1.C(N(CC)C(C)C)(C)C.[OH-].[Na+]. Given the product [C:1]([O:5][C:6](=[O:7])[NH:10][C:11]1[CH:16]=[CH:15][CH:14]=[C:13]([CH2:17][Cl:18])[N:12]=1)([CH3:4])([CH3:3])[CH3:2], predict the reactants needed to synthesize it. (4) Given the product [C:1]([C:5]1[N:6]=[C:7]([NH:10][C:11]([C:13]2[CH:33]=[CH:32][N:16]3[C:17](=[O:31])[C:18](/[CH:22]=[CH:23]/[C:24]([O:26][C:27]([CH3:29])([CH3:30])[CH3:28])=[O:25])=[C:19]([N:45]4[CH2:46][CH2:47][CH:48]([OH:49])[CH:43]([OH:42])[CH2:44]4)[N:20]=[C:15]3[CH:14]=2)=[O:12])[S:8][CH:9]=1)([CH3:4])([CH3:2])[CH3:3], predict the reactants needed to synthesize it. The reactants are: [C:1]([C:5]1[N:6]=[C:7]([NH:10][C:11]([C:13]2[CH:33]=[CH:32][N:16]3[C:17](=[O:31])[C:18](/[CH:22]=[CH:23]/[C:24]([O:26][C:27]([CH3:30])([CH3:29])[CH3:28])=[O:25])=[C:19](O)[N:20]=[C:15]3[CH:14]=2)=[O:12])[S:8][CH:9]=1)([CH3:4])([CH3:3])[CH3:2].C(NC(C)C)(C)C.Cl.[OH:42][CH:43]1[CH:48]([OH:49])[CH2:47][CH2:46][NH:45][CH2:44]1.O. (5) The reactants are: [Br:1][C:2]1[N:7]=[CH:6][C:5]([C:8](=O)[CH3:9])=[CH:4][CH:3]=1.[CH3:11][Mg]Br.C(O)(=O)CC(CC(O)=O)(C(O)=O)O.[OH-].COC(NS([N+](CC)(CC)CC)(=O)=O)=O. Given the product [Br:1][C:2]1[CH:3]=[CH:4][C:5]([C:8]([CH3:9])=[CH2:11])=[CH:6][N:7]=1, predict the reactants needed to synthesize it.